This data is from Catalyst prediction with 721,799 reactions and 888 catalyst types from USPTO. The task is: Predict which catalyst facilitates the given reaction. (1) Reactant: [Cl:1][C:2]1[C:3]([F:28])=[C:4]([CH:8]2[C:12]([C:15]3[CH:20]=[CH:19][C:18]([Cl:21])=[CH:17][C:16]=3[F:22])([C:13]#[N:14])[CH:11]([CH2:23][C:24]([CH3:27])([CH3:26])[CH3:25])[CH2:10][NH:9]2)[CH:5]=[CH:6][CH:7]=1.[F:29][C:30]1[CH:35]=[CH:34][C:33]([N:36]=[C:37]=[O:38])=[CH:32][CH:31]=1. Product: [F:29][C:30]1[CH:35]=[CH:34][C:33]([NH:36][C:37]([N:9]2[CH2:10][C@@H:11]([CH2:23][C:24]([CH3:25])([CH3:27])[CH3:26])[C@@:12]([C:15]3[CH:20]=[CH:19][C:18]([Cl:21])=[CH:17][C:16]=3[F:22])([C:13]#[N:14])[C@H:8]2[C:4]2[CH:5]=[CH:6][CH:7]=[C:2]([Cl:1])[C:3]=2[F:28])=[O:38])=[CH:32][CH:31]=1. The catalyst class is: 2. (2) Product: [NH:1]1[C:5]2[CH2:6][CH2:7][CH2:8][C:4]=2[C:3]([C:9]#[N:11])=[N:2]1. The catalyst class is: 10. Reactant: [NH:1]1[C:5]2[CH2:6][CH2:7][CH2:8][C:4]=2[C:3]([C:9]([NH2:11])=O)=[N:2]1.[Cl-].[Na+].P(Cl)(Cl)(Cl)=O. (3) Reactant: [CH3:1][S:2]([CH2:5][CH2:6][NH:7][CH2:8][C:9]1[O:13][C:12]([C:14]2[CH:15]=[CH:16][C:17]3[N:23]=[CH:22][N:21]=[C:20]([NH:24][C:25]4[CH:26]=[CH:27][C:28]([O:32][CH2:33][C:34]5[CH:35]=[CH:36][CH:37]=[C:38]([F:40])[CH:39]=5)=[C:29]([Cl:31])[CH:30]=4)[C:18]=3[CH:19]=2)=[CH:11][CH:10]=1)(=[O:4])=[O:3].[C:41]1([CH3:51])[CH:46]=[CH:45][C:44]([S:47]([OH:50])(=[O:49])=[O:48])=[CH:43][CH:42]=1. Product: [CH3:51][C:41]1[CH:46]=[CH:45][C:44]([S:47]([OH:50])(=[O:49])=[O:48])=[CH:43][CH:42]=1.[CH3:51][C:41]1[CH:46]=[CH:45][C:44]([S:47]([OH:50])(=[O:49])=[O:48])=[CH:43][CH:42]=1.[CH3:1][S:2]([CH2:5][CH2:6][NH:7][CH2:8][C:9]1[O:13][C:12]([C:14]2[CH:15]=[CH:16][C:17]3[N:23]=[CH:22][N:21]=[C:20]([NH:24][C:25]4[CH:26]=[CH:27][C:28]([O:32][CH2:33][C:34]5[CH:35]=[CH:36][CH:37]=[C:38]([F:40])[CH:39]=5)=[C:29]([Cl:31])[CH:30]=4)[C:18]=3[CH:19]=2)=[CH:11][CH:10]=1)(=[O:4])=[O:3].[OH2:3]. The catalyst class is: 480. (4) Reactant: [NH:1]([C:8]([O:10][C:11]([CH3:14])([CH3:13])[CH3:12])=[O:9])[C@H:2]([C:5]([OH:7])=O)[CH2:3][OH:4].CN(C(ON1N=NC2C=CC=NC1=2)=[N+](C)C)C.F[P-](F)(F)(F)(F)F.[F:39][C:40]([F:70])([F:69])[C:41]1[CH:46]=[CH:45][C:44]([NH:47][C:48](=[O:68])[O:49][CH2:50][C:51]2([C:57](=[O:67])[NH:58][CH2:59][C:60]3[CH:65]=[CH:64][CH:63]=[CH:62][C:61]=3[Cl:66])[CH2:56][CH2:55][NH:54][CH2:53][CH2:52]2)=[CH:43][CH:42]=1.CCN(C(C)C)C(C)C. Product: [F:70][C:40]([F:39])([F:69])[C:41]1[CH:46]=[CH:45][C:44]([NH:47][C:48](=[O:68])[O:49][CH2:50][C:51]2([C:57](=[O:67])[NH:58][CH2:59][C:60]3[CH:65]=[CH:64][CH:63]=[CH:62][C:61]=3[Cl:66])[CH2:52][CH2:53][N:54]([C:5](=[O:7])[C@@H:2]([NH:1][C:8]([O:10][C:11]([CH3:14])([CH3:13])[CH3:12])=[O:9])[CH2:3][OH:4])[CH2:55][CH2:56]2)=[CH:43][CH:42]=1. The catalyst class is: 3. (5) Reactant: Cl.[C:2]1([C:8]2[CH:9]=[C:10]3[C:14](=[C:15]([C:17]([NH2:19])=[O:18])[CH:16]=2)[NH:13][N:12]=[C:11]3[CH:20]2[CH2:25][CH2:24][NH:23][CH2:22][CH2:21]2)[CH:7]=[CH:6][CH:5]=[CH:4][CH:3]=1.[CH:26]([N:29]([CH:32]([CH3:34])C)[CH2:30]C)(C)C.ClCC[CH2:38][S:39](Cl)(=[O:41])=[O:40].[I-].[Na+].C([O-])([O-])=O.[K+].[K+].CNC. Product: [CH3:30][N:29]([CH3:26])[CH2:32][CH2:34][CH2:38][S:39]([N:23]1[CH2:24][CH2:25][CH:20]([C:11]2[C:10]3[C:14](=[C:15]([C:17]([NH2:19])=[O:18])[CH:16]=[C:8]([C:2]4[CH:3]=[CH:4][CH:5]=[CH:6][CH:7]=4)[CH:9]=3)[NH:13][N:12]=2)[CH2:21][CH2:22]1)(=[O:41])=[O:40]. The catalyst class is: 239. (6) Reactant: [NH2:1][CH2:2][CH2:3][N:4]1[CH2:8][CH2:7][CH2:6][CH2:5]1.Cl.CN(C)CCCN=C=NCC.O.OC1C2N=NNC=2C=CC=1.Cl.[Cl:33][C:34]1[CH:39]=[CH:38][C:37]([CH:40]([C:57]2[CH:62]=[CH:61][C:60]([Cl:63])=[CH:59][CH:58]=2)[N:41]2[CH2:44][CH:43]([CH:45]([C:49]3[CH:54]=[C:53]([F:55])[CH:52]=[C:51]([F:56])[CH:50]=3)[C:46](O)=[O:47])[CH2:42]2)=[CH:36][CH:35]=1. Product: [Cl:63][C:60]1[CH:61]=[CH:62][C:57]([CH:40]([C:37]2[CH:36]=[CH:35][C:34]([Cl:33])=[CH:39][CH:38]=2)[N:41]2[CH2:44][CH:43]([CH:45]([C:49]3[CH:54]=[C:53]([F:55])[CH:52]=[C:51]([F:56])[CH:50]=3)[C:46]([NH:1][CH2:2][CH2:3][N:4]3[CH2:8][CH2:7][CH2:6][CH2:5]3)=[O:47])[CH2:42]2)=[CH:58][CH:59]=1. The catalyst class is: 236.